The task is: Binary Classification. Given a T-cell receptor sequence (or CDR3 region) and an epitope sequence, predict whether binding occurs between them.. This data is from TCR-epitope binding with 47,182 pairs between 192 epitopes and 23,139 TCRs. (1) The epitope is IQYIDIGNY. The TCR CDR3 sequence is CASSPGTGTYEQYF. Result: 0 (the TCR does not bind to the epitope). (2) The epitope is TFYLTNDVSFL. The TCR CDR3 sequence is CASSGTIGTGFPGELFF. Result: 0 (the TCR does not bind to the epitope). (3) The epitope is SEPVLKGVKL. The TCR CDR3 sequence is CASSISEYNEQFF. Result: 0 (the TCR does not bind to the epitope). (4) The epitope is LLFNKVTLA. The TCR CDR3 sequence is CSGGTGVSYNEQFF. Result: 0 (the TCR does not bind to the epitope). (5) The epitope is FADDLNQLTGY. The TCR CDR3 sequence is CSAWTSGGLSSYNEQFF. Result: 0 (the TCR does not bind to the epitope). (6) The epitope is KLWAQCVQL. The TCR CDR3 sequence is CASEAGAIGNEQFF. Result: 1 (the TCR binds to the epitope).